Dataset: Reaction yield outcomes from USPTO patents with 853,638 reactions. Task: Predict the reaction yield, written as a fraction of the theoretical maximum amount of product (1.0 means a 100% yield; for example, 0.34 means a 34% yield). (1) The reactants are Cl[C:2]1[N:3]([C:13]2[CH:18]=[CH:17][CH:16]=[CH:15][CH:14]=2)[C:4]2[C:9]([C:10]=1[CH:11]=[O:12])=[CH:8][CH:7]=[CH:6][CH:5]=2.[NH:19]1[CH2:24][CH2:23][CH2:22][CH2:21][CH2:20]1. No catalyst specified. The product is [N:19]1([C:2]2[N:3]([C:13]3[CH:18]=[CH:17][CH:16]=[CH:15][CH:14]=3)[C:4]3[C:9]([C:10]=2[CH:11]=[O:12])=[CH:8][CH:7]=[CH:6][CH:5]=3)[CH2:24][CH2:23][CH2:22][CH2:21][CH2:20]1. The yield is 0.500. (2) The reactants are [NH2:1][C:2]1[CH:7]=[CH:6][CH:5]=[CH:4][C:3]=1[SH:8].Cl.[CH2:10]([O:12][C:13](=N)[CH2:14][C:15](O)=O)[CH3:11].CC[OH:21]. No catalyst specified. The product is [S:8]1[C:3]2[CH:4]=[CH:5][CH:6]=[CH:7][C:2]=2[N:1]=[C:15]1[CH2:14][C:13]([O:12][CH2:10][CH3:11])=[O:21]. The yield is 0.540. (3) The reactants are [CH:1]1([NH:4][C:5](=[O:46])[NH:6][C:7]2[CH:44]=[CH:43][C:10]([O:11][C:12]3[CH:17]=[CH:16][N:15]=[C:14]4[CH:18]=[C:19]([C:21]5[N:26]=[CH:25][C:24]([CH2:27][N:28]6[CH2:33][CH2:32][N:31]([CH2:34][CH2:35][CH2:36][CH2:37][C:38]([O:40]CC)=[O:39])[CH2:30][CH2:29]6)=[CH:23][CH:22]=5)[S:20][C:13]=34)=[C:9]([F:45])[CH:8]=2)[CH2:3][CH2:2]1.[OH-].[Na+]. The catalyst is CO.C1COCC1. The product is [CH:1]1([NH:4][C:5](=[O:46])[NH:6][C:7]2[CH:44]=[CH:43][C:10]([O:11][C:12]3[CH:17]=[CH:16][N:15]=[C:14]4[CH:18]=[C:19]([C:21]5[N:26]=[CH:25][C:24]([CH2:27][N:28]6[CH2:29][CH2:30][N:31]([CH2:34][CH2:35][CH2:36][CH2:37][C:38]([OH:40])=[O:39])[CH2:32][CH2:33]6)=[CH:23][CH:22]=5)[S:20][C:13]=34)=[C:9]([F:45])[CH:8]=2)[CH2:3][CH2:2]1. The yield is 0.730. (4) The reactants are O=[CH:2][C@@H:3]([NH:5][C:6](=[O:12])[O:7][C:8]([CH3:11])([CH3:10])[CH3:9])[CH3:4].[NH2:13][CH2:14][C@H:15]([OH:17])[CH3:16].O=[N+]([O-])[O-].[O-][N+](=O)[O-].[O-][N+](=O)[O-].[O-][N+](=O)[O-].[O-][N+](=O)[O-].[O-][N+](=O)[O-].[Ce+4].[NH4+].[NH4+]. The catalyst is CO.[Pd]. The product is [OH:17][C@H:15]([CH3:16])[CH2:14][NH:13][CH2:2][C@@H:3]([NH:5][C:6](=[O:12])[O:7][C:8]([CH3:11])([CH3:10])[CH3:9])[CH3:4]. The yield is 0.985. (5) The reactants are [NH2:1][C:2]1[CH:3]=[C:4]([SH:8])[CH:5]=[CH:6][CH:7]=1.Cl.Cl[C:11]1[CH:16]=[CH:15][N:14]=[CH:13][CH:12]=1.C([O-])([O-])=O.[K+].[K+]. The catalyst is CN(C=O)C.CCOC(C)=O.O. The product is [N:14]1[CH:15]=[CH:16][C:11]([S:8][C:4]2[CH:3]=[C:2]([CH:7]=[CH:6][CH:5]=2)[NH2:1])=[CH:12][CH:13]=1. The yield is 0.660. (6) The reactants are [C:1]([C:3]1[CH:8]=[CH:7][C:6]([CH:9]([CH3:18])[CH2:10][NH:11][S:12]([CH:15]([CH3:17])[CH3:16])(=[O:14])=[O:13])=[CH:5][CH:4]=1)#[N:2].[N:19]([Sn](CCCC)(CCCC)CCCC)=[N+:20]=[N-:21].Cl. No catalyst specified. The product is [NH:19]1[C:1]([C:3]2[CH:8]=[CH:7][C:6]([CH:9]([CH3:18])[CH2:10][NH:11][S:12]([CH:15]([CH3:17])[CH3:16])(=[O:13])=[O:14])=[CH:5][CH:4]=2)=[N:2][N:21]=[N:20]1. The yield is 0.890.